The task is: Predict the product of the given reaction.. This data is from Forward reaction prediction with 1.9M reactions from USPTO patents (1976-2016). (1) Given the reactants [C:1]([CH2:4][CH2:5][N:6]1[CH:10]=[CH:9][CH:8]=[CH:7]1)(O)=[O:2].[H-].[H-].[H-].[H-].[Li+].[Al+3], predict the reaction product. The product is: [OH:2][CH2:1][CH2:4][CH2:5][N:6]1[CH:10]=[CH:9][CH:8]=[CH:7]1. (2) Given the reactants [NH:1]1[CH:5]=[CH:4][CH:3]=[CH:2]1.C([Li])CCC.Cl[Si:12]([CH:19]([CH3:21])[CH3:20])([CH:16]([CH3:18])[CH3:17])[CH:13]([CH3:15])[CH3:14], predict the reaction product. The product is: [CH:13]([Si:12]([CH:19]([CH3:21])[CH3:20])([CH:16]([CH3:18])[CH3:17])[N:1]1[CH:5]=[CH:4][CH:3]=[CH:2]1)([CH3:15])[CH3:14].